This data is from CYP2D6 inhibition data for predicting drug metabolism from PubChem BioAssay. The task is: Regression/Classification. Given a drug SMILES string, predict its absorption, distribution, metabolism, or excretion properties. Task type varies by dataset: regression for continuous measurements (e.g., permeability, clearance, half-life) or binary classification for categorical outcomes (e.g., BBB penetration, CYP inhibition). Dataset: cyp2d6_veith. (1) The drug is O=C(Cn1cnc2ccccc2c1=O)Nc1nnc(SCc2ccccc2)s1. The result is 0 (non-inhibitor). (2) The molecule is CC(C)(C)c1ccc(O)c(CN(Cc2cc(C(C)(C)C)ccc2O)c2ccccc2)c1. The result is 1 (inhibitor). (3) The molecule is COC(=O)[C@@]1(Cc2ccc(OC)cc2)[C@H]2c3cc(C(=O)N4CCCC4)n(CCF)c3C[C@H]2CN1C(=O)c1ccccc1. The result is 0 (non-inhibitor). (4) The compound is COc1ccc(C(=O)NCc2ccc(-c3nc4ccccc4s3)cc2)cc1. The result is 0 (non-inhibitor). (5) The drug is CCCCC(C=O)NC(=O)C(CC(C)C)NC(=O)OCc1ccccc1. The result is 0 (non-inhibitor).